From a dataset of Forward reaction prediction with 1.9M reactions from USPTO patents (1976-2016). Predict the product of the given reaction. Given the reactants [CH2:1]([CH:3]([CH2:6][CH2:7][CH2:8][CH3:9])[CH2:4][OH:5])[CH3:2].S(=O)(=O)(O)O.[NH2:15][C:16]1[CH:21]=[C:20]([Cl:22])[N:19]=[C:18]([C:23](O)=[O:24])[C:17]=1[Cl:26], predict the reaction product. The product is: [NH2:15][C:16]1[CH:21]=[C:20]([Cl:22])[N:19]=[C:18]([C:23]([O:5][CH2:4][CH:3]([CH2:1][CH3:2])[CH2:6][CH2:7][CH2:8][CH3:9])=[O:24])[C:17]=1[Cl:26].